From a dataset of Forward reaction prediction with 1.9M reactions from USPTO patents (1976-2016). Predict the product of the given reaction. The product is: [CH3:27][C:25]1([CH3:28])[CH2:26][C@@H:24]1[C:22]([NH:21][NH:20][C:18]([C@@H:13]1[CH2:12][CH2:11][C@@H:10]2[CH2:17][N:14]1[C:15](=[O:16])[N:9]2[OH:8])=[O:19])=[O:23]. Given the reactants C([O:8][N:9]1[C:15](=[O:16])[N:14]2[CH2:17][C@H:10]1[CH2:11][CH2:12][C@H:13]2[C:18]([NH:20][NH:21][C:22]([C@@H:24]1[CH2:26][C:25]1([CH3:28])[CH3:27])=[O:23])=[O:19])C1C=CC=CC=1, predict the reaction product.